From a dataset of NCI-60 drug combinations with 297,098 pairs across 59 cell lines. Regression. Given two drug SMILES strings and cell line genomic features, predict the synergy score measuring deviation from expected non-interaction effect. Drug 1: CC1=C(C=C(C=C1)NC(=O)C2=CC=C(C=C2)CN3CCN(CC3)C)NC4=NC=CC(=N4)C5=CN=CC=C5. Drug 2: C1C(C(OC1N2C=NC(=NC2=O)N)CO)O. Cell line: A498. Synergy scores: CSS=-5.13, Synergy_ZIP=1.38, Synergy_Bliss=-9.85, Synergy_Loewe=-12.0, Synergy_HSA=-17.3.